From a dataset of Peptide-MHC class II binding affinity with 134,281 pairs from IEDB. Regression. Given a peptide amino acid sequence and an MHC pseudo amino acid sequence, predict their binding affinity value. This is MHC class II binding data. (1) The peptide sequence is GFKAAVAAAASVP. The MHC is DRB1_0405 with pseudo-sequence DRB1_0405. The binding affinity (normalized) is 0.399. (2) The peptide sequence is IFKISKTVSEGAVDI. The MHC is HLA-DPA10103-DPB10301 with pseudo-sequence HLA-DPA10103-DPB10301. The binding affinity (normalized) is 0.233. (3) The peptide sequence is TNILLNVPLRGTIVT. The binding affinity (normalized) is 0.649. The MHC is DRB1_1101 with pseudo-sequence DRB1_1101. (4) The peptide sequence is RDHYILYCEGELHGRQ. The MHC is DRB1_0301 with pseudo-sequence DRB1_0301. The binding affinity (normalized) is 0.200. (5) The peptide sequence is TMAEVRLAAMFFCAVKK. The MHC is DRB5_0101 with pseudo-sequence DRB5_0101. The binding affinity (normalized) is 0.770. (6) The peptide sequence is ELQHIILNASYITPY. The MHC is DRB1_0701 with pseudo-sequence DRB1_0701. The binding affinity (normalized) is 0.947. (7) The peptide sequence is KKNIIALLIIPPKIH. The MHC is DRB1_0101 with pseudo-sequence DRB1_0101. The binding affinity (normalized) is 0.763. (8) The peptide sequence is PGDSLAEVELRQHGS. The MHC is DRB1_0701 with pseudo-sequence DRB1_0701. The binding affinity (normalized) is 0.260.